This data is from Full USPTO retrosynthesis dataset with 1.9M reactions from patents (1976-2016). The task is: Predict the reactants needed to synthesize the given product. (1) Given the product [OH:41][C:10]1[C:23]2[C:22](=[O:24])[CH2:21][CH2:20][CH2:19][C:18]=2[C:17]([O:25][CH3:26])=[C:16]2[C:11]=1[C:12]([O:31][CH2:32][O:33][CH3:34])=[C:13]([CH:28]=[O:36])[C:14]([CH3:27])=[CH:15]2, predict the reactants needed to synthesize it. The reactants are: N1C(C)=CC=CC=1C.O[C:10]1[C:11]2[C:16]([C:17]([O:25][CH3:26])=[C:18]3[C:23]=1[C:22](=[O:24])[CH2:21][CH2:20][CH2:19]3)=[CH:15][C:14]([CH3:27])=[C:13](/[CH:28]=C/C)[C:12]=2[O:31][CH2:32][O:33][CH3:34].I([O-])(=O)(=O)=[O:36].[Na+].[OH2:41]. (2) The reactants are: [C:1]1(=[O:13])[C:11]2=[C:12]3[C:7](=[CH:8][CH:9]=[CH:10]2)[CH2:6][CH2:5][CH2:4][CH:3]3[CH2:2]1.[BH4-].[Na+].O. Given the product [CH:1]1([OH:13])[C:11]2=[C:12]3[C:7](=[CH:8][CH:9]=[CH:10]2)[CH2:6][CH2:5][CH2:4][CH:3]3[CH2:2]1, predict the reactants needed to synthesize it. (3) Given the product [NH2:1][C:2]1[C:11]2[N:12]=[C:13]([CH2:20][O:21][CH3:22])[N:14]([CH2:15][C:16]([CH3:18])([OH:19])[CH3:17])[C:10]=2[C:9]2[CH:8]=[CH:7][C:6]([CH2:23][CH2:24][C:25]([N:49]3[CH2:54][CH2:53][O:52][CH2:51][CH2:50]3)=[O:27])=[CH:5][C:4]=2[N:3]=1, predict the reactants needed to synthesize it. The reactants are: [NH2:1][C:2]1[C:11]2[N:12]=[C:13]([CH2:20][O:21][CH3:22])[N:14]([CH2:15][C:16]([OH:19])([CH3:18])[CH3:17])[C:10]=2[C:9]2[CH:8]=[CH:7][C:6]([CH2:23][CH2:24][C:25]([OH:27])=O)=[CH:5][C:4]=2[N:3]=1.ON1C2C=CC=CC=2N=N1.CN(C)CCCN=C=NCC.[NH:49]1[CH2:54][CH2:53][O:52][CH2:51][CH2:50]1. (4) Given the product [CH:1]([O:4][C:5]([N:7]1[CH2:12][CH2:11][CH:10]([O:13][N:14]=[C:15]2[CH2:20][CH2:19][N:18]([C:21]3[CH:26]=[C:25]([F:27])[C:24]([CH2:28][C:29](=[O:31])[NH:49][CH2:48][CH2:47][N:46]([CH3:50])[CH3:45])=[CH:23][C:22]=3[F:32])[CH2:17][CH2:16]2)[CH2:9][CH2:8]1)=[O:6])([CH3:3])[CH3:2], predict the reactants needed to synthesize it. The reactants are: [CH:1]([O:4][C:5]([N:7]1[CH2:12][CH2:11][CH:10]([O:13][N:14]=[C:15]2[CH2:20][CH2:19][N:18]([C:21]3[CH:26]=[C:25]([F:27])[C:24]([CH2:28][C:29]([OH:31])=O)=[CH:23][C:22]=3[F:32])[CH2:17][CH2:16]2)[CH2:9][CH2:8]1)=[O:6])([CH3:3])[CH3:2].C1C=CC2N(O)N=NC=2C=1.CO.[CH3:45][N:46]([CH3:50])[CH2:47][CH2:48][NH2:49]. (5) Given the product [CH3:35][C:24]1([CH2:23][N:16]2[C:17]3[CH:22]=[CH:21][CH:20]=[CH:19][C:18]=3[N:14]([CH:11]3[CH2:12][CH2:13][NH:8][CH2:9][CH2:10]3)[C:15]2=[O:36])[O:28][C:27]2=[N:29][C:30]([N+:32]([O-:34])=[O:33])=[CH:31][N:26]2[CH2:25]1, predict the reactants needed to synthesize it. The reactants are: C(OC([N:8]1[CH2:13][CH2:12][CH:11]([N:14]2[C:18]3[CH:19]=[CH:20][CH:21]=[CH:22][C:17]=3[N:16]([CH2:23][C:24]3([CH3:35])[O:28][C:27]4=[N:29][C:30]([N+:32]([O-:34])=[O:33])=[CH:31][N:26]4[CH2:25]3)[C:15]2=[O:36])[CH2:10][CH2:9]1)=O)(C)(C)C.FC(F)(F)C(O)=O. (6) Given the product [CH:9]12[CH2:15][CH:12]([CH:13]=[CH:14]1)[CH2:11][CH:10]2[C:16]([O:6][CH2:5][CH2:4][CH2:3][C:2]([OH:8])([CH3:7])[CH3:1])=[O:17], predict the reactants needed to synthesize it. The reactants are: [CH3:1][C:2]([OH:8])([CH3:7])[CH2:3][CH2:4][CH2:5][OH:6].[CH:9]12[CH2:15][CH:12]([CH:13]=[CH:14]1)[CH2:11][CH:10]2[C:16](OC)=[O:17]. (7) Given the product [CH2:1]([O:3][C:4](=[O:5])[CH2:6][NH:7][C:8]([NH:10][C:11]1[CH:18]=[CH:17][C:14]([C:15]#[N:16])=[CH:13][CH:12]=1)=[O:9])[CH3:2], predict the reactants needed to synthesize it. The reactants are: [CH2:1]([O:3][C:4]([CH2:6][N:7]=[C:8]=[O:9])=[O:5])[CH3:2].[NH2:10][C:11]1[CH:18]=[CH:17][C:14]([C:15]#[N:16])=[CH:13][CH:12]=1.